This data is from Catalyst prediction with 721,799 reactions and 888 catalyst types from USPTO. The task is: Predict which catalyst facilitates the given reaction. Reactant: [Br:1][C:2]1[N:7]=[CH:6][C:5]2[C:8]([C:14]#[C:15][Si](C)(C)C)=[CH:9][N:10]([CH:11]([CH3:13])[CH3:12])[C:4]=2[CH:3]=1.[F-].C([N+](CCCC)(CCCC)CCCC)CCC. Product: [Br:1][C:2]1[N:7]=[CH:6][C:5]2[C:8]([C:14]#[CH:15])=[CH:9][N:10]([CH:11]([CH3:12])[CH3:13])[C:4]=2[CH:3]=1. The catalyst class is: 7.